This data is from Full USPTO retrosynthesis dataset with 1.9M reactions from patents (1976-2016). The task is: Predict the reactants needed to synthesize the given product. (1) Given the product [CH2:44]([O:43][C:40]1[CH:41]=[CH:42][C:37]([CH2:36][O:1][CH:2]2[CH:7]([C:8]3[CH:13]=[CH:12][C:11]([O:14][CH2:15][CH2:16][CH2:17][O:18][CH2:19][C:20]4[CH:25]=[CH:24][CH:23]=[CH:22][C:21]=4[O:26][CH3:27])=[CH:10][CH:9]=3)[CH2:6][CH2:5][N:4]([C:28]([O:30][C:31]([CH3:34])([CH3:33])[CH3:32])=[O:29])[CH2:3]2)=[CH:38][C:39]=1[O:46][CH2:47][CH2:48][CH2:49][O:50][CH3:51])[CH3:45], predict the reactants needed to synthesize it. The reactants are: [OH:1][CH:2]1[CH:7]([C:8]2[CH:13]=[CH:12][C:11]([O:14][CH2:15][CH2:16][CH2:17][O:18][CH2:19][C:20]3[CH:25]=[CH:24][CH:23]=[CH:22][C:21]=3[O:26][CH3:27])=[CH:10][CH:9]=2)[CH2:6][CH2:5][N:4]([C:28]([O:30][C:31]([CH3:34])([CH3:33])[CH3:32])=[O:29])[CH2:3]1.Br[CH2:36][C:37]1[CH:42]=[CH:41][C:40]([O:43][CH2:44][CH3:45])=[C:39]([O:46][CH2:47][CH2:48][CH2:49][O:50][CH3:51])[CH:38]=1. (2) Given the product [C:20]1([CH2:6][CH2:5][NH2:2])[CH:21]=[CH:22][CH:23]=[CH:24][CH:25]=1, predict the reactants needed to synthesize it. The reactants are: C[N+:2]([CH2:5][C:6]([O-])=O)(C)C.C[C@@H]([C@@H]1[C@@:21]2(C)[CH2:22][CH2:23][CH2:24]/[C:25](=C\C=[C:20]3\[CH2:25][C@@H:24](O)[CH2:23][CH2:22][C:21]\3=C)/[C@@H:20]2CC1)CCCC(C)C. (3) Given the product [C:8]([O:7][C@H:6]1[C@@H:11]([O:12][C:13](=[O:15])[CH3:14])[C@H:16]([O:17][C:18](=[O:20])[CH3:19])[C@@H:21]([CH2:23][O:24][C:25](=[O:27])[CH3:26])[O:22][C@@H:5]1[O:4][C:3]1[CH:35]=[CH:36][CH:37]=[C:32]([Br:31])[CH:2]=1)(=[O:10])[CH3:9], predict the reactants needed to synthesize it. The reactants are: Cl[C:2](Cl)(Cl)[C:3](=N)[O:4][C@H:5]1[O:22][C@H:21]([CH2:23][O:24][C:25](=[O:27])[CH3:26])[C@@H:16]([O:17][C:18](=[O:20])[CH3:19])[C@H:11]([O:12][C:13](=[O:15])[CH3:14])[C@@H:6]1[O:7][C:8](=[O:10])[CH3:9].[Br:31][C:32]1C=C(O)[CH:35]=[CH:36][CH:37]=1.[Si](OS(C(F)(F)F)(=O)=O)(C)(C)C.C(O[C@H]1[C@@H](OC(=O)C)[C@H](OC(=O)C)[C@@H](COC(=O)C)O[C@@H]1OC1C=CC(Br)=CC=1Cl)(=O)C. (4) Given the product [CH3:1][C:2]1([CH3:9])[CH2:7][CH2:6][C:5]([N:10]2[CH2:14][CH2:13][CH2:12][CH2:11]2)=[CH:4][CH2:3]1, predict the reactants needed to synthesize it. The reactants are: [CH3:1][C:2]1([CH3:9])[CH2:7][CH2:6][C:5](=O)[CH2:4][CH2:3]1.[NH:10]1[CH2:14][CH2:13][CH2:12][CH2:11]1.C1(C)C=CC(S(O)(=O)=O)=CC=1. (5) Given the product [Br:14][C:6]1[CH:5]=[N:4][C:3]([O:2][CH3:1])=[CH:8][CH:7]=1, predict the reactants needed to synthesize it. The reactants are: [CH3:1][O:2][C:3]1[CH:8]=[CH:7][CH:6]=[CH:5][N:4]=1.CC([O-])=O.[Na+].[Br:14]Br. (6) Given the product [N:22]1([C:17]([C:15]2[S:16][C:12]([CH2:11][CH2:10][C:8]3[N:9]=[C:5]([NH:4][C:1](=[O:3])[CH3:2])[S:6][CH:7]=3)=[CH:13][CH:14]=2)=[O:19])[CH:26]=[CH:25][N:24]=[CH:23]1, predict the reactants needed to synthesize it. The reactants are: [C:1]([NH:4][C:5]1[S:6][CH:7]=[C:8]([CH2:10][CH2:11][C:12]2[S:16][C:15]([C:17]([OH:19])=O)=[CH:14][CH:13]=2)[N:9]=1)(=[O:3])[CH3:2].C([N:22]1[CH:26]=[CH:25][N:24]=[CH:23]1)([N:22]1[CH:26]=[CH:25][N:24]=[CH:23]1)=O.C(OC(C)C)(C)C. (7) Given the product [Cl:9][C:6]1[C:7]([Cl:8])=[C:2]([N:12]([CH2:10][CH3:11])[C:13]2[CH:18]=[CH:17][CH:16]=[CH:15][CH:14]=2)[N:3]=[CH:4][N:5]=1, predict the reactants needed to synthesize it. The reactants are: Cl[C:2]1[C:7]([Cl:8])=[C:6]([Cl:9])[N:5]=[CH:4][N:3]=1.[CH2:10]([NH:12][C:13]1[CH:18]=[CH:17][CH:16]=[CH:15][CH:14]=1)[CH3:11].